Dataset: Catalyst prediction with 721,799 reactions and 888 catalyst types from USPTO. Task: Predict which catalyst facilitates the given reaction. (1) Reactant: Br[CH2:2][C:3]([CH2:15][O:16][C:17]1[C:26]2[C:21](=[CH:22][CH:23]=[CH:24][CH:25]=2)[CH:20]=[CH:19][CH:18]=1)=[CH:4][C:5]1[CH:14]=[CH:13][C:8]([C:9]([O:11][CH3:12])=[O:10])=[CH:7][CH:6]=1.C(N(CC)CC)C.[CH3:34][N:35]1[CH2:39][CH2:38][CH2:37][CH:36]1[CH2:40][CH2:41][NH2:42]. Product: [CH3:34][N:35]1[CH2:39][CH2:38][CH2:37][CH:36]1[CH2:40][CH2:41][NH:42][CH2:2]/[C:3](/[CH2:15][O:16][C:17]1[C:26]2[C:21](=[CH:22][CH:23]=[CH:24][CH:25]=2)[CH:20]=[CH:19][CH:18]=1)=[CH:4]/[C:5]1[CH:14]=[CH:13][C:8]([C:9]([O:11][CH3:12])=[O:10])=[CH:7][CH:6]=1. The catalyst class is: 10. (2) Reactant: [C:1]([O:5][C:6](=[O:25])[N:7]([CH2:9][C:10]1[CH:14]=[C:13](Br)[N:12]([S:16]([C:19]2[CH:20]=[N:21][CH:22]=[CH:23][CH:24]=2)(=[O:18])=[O:17])[CH:11]=1)[CH3:8])([CH3:4])([CH3:3])[CH3:2].[CH3:26][S:27]([C:30]1[CH:35]=[CH:34][C:33](B(O)O)=[CH:32][CH:31]=1)(=[O:29])=[O:28].C(=O)([O-])[O-].[Na+].[Na+].COCCOC. Product: [CH3:8][N:7]([CH2:9][C:10]1[CH:14]=[C:13]([C:33]2[CH:34]=[CH:35][C:30]([S:27]([CH3:26])(=[O:29])=[O:28])=[CH:31][CH:32]=2)[N:12]([S:16]([C:19]2[CH:20]=[N:21][CH:22]=[CH:23][CH:24]=2)(=[O:18])=[O:17])[CH:11]=1)[C:6](=[O:25])[O:5][C:1]([CH3:4])([CH3:3])[CH3:2]. The catalyst class is: 103. (3) Reactant: CN(C(ON1N=NC2C=CC=CC1=2)=[N+](C)C)C.[B-](F)(F)(F)F.CCN(C(C)C)C(C)C.[CH3:32][C:33]1[CH:41]=[CH:40][C:36]([C:37]([OH:39])=O)=[CH:35][CH:34]=1.[NH2:42][C@H:43]1[CH2:48][CH2:47][CH2:46][C@:45]([C:50]#[C:51][C:52]2[CH:57]=[CH:56][CH:55]=[C:54]([Cl:58])[CH:53]=2)([OH:49])[CH2:44]1. Product: [Cl:58][C:54]1[CH:53]=[C:52]([C:51]#[C:50][C@:45]2([OH:49])[CH2:46][CH2:47][CH2:48][C@H:43]([NH:42][C:37](=[O:39])[C:36]3[CH:35]=[CH:34][C:33]([CH3:32])=[CH:41][CH:40]=3)[CH2:44]2)[CH:57]=[CH:56][CH:55]=1. The catalyst class is: 44. (4) Reactant: [NH2:1][C@H:2]1[CH2:7][CH2:6][C@H:5]([NH:8][C:9]2[CH:14]=[C:13]([C:15]3[C:20]([Cl:21])=[CH:19][CH:18]=[C:17]([NH:22][CH2:23][CH:24]4[CH2:29][CH2:28][O:27][CH2:26][CH2:25]4)[N:16]=3)[C:12]([Cl:30])=[CH:11][N:10]=2)[CH2:4][CH2:3]1.CCN(C(C)C)C(C)C.CC1C=CC(S(O[CH2:51][C@@H:52]2[CH2:56][O:55][C:54]([CH3:58])([CH3:57])[O:53]2)(=O)=O)=CC=1. Product: [Cl:21][C:20]1[C:15]([C:13]2[C:12]([Cl:30])=[CH:11][N:10]=[C:9]([NH:8][C@H:5]3[CH2:6][CH2:7][C@H:2]([NH:1][CH2:51][C@@H:52]4[CH2:56][O:55][C:54]([CH3:58])([CH3:57])[O:53]4)[CH2:3][CH2:4]3)[CH:14]=2)=[N:16][C:17]([NH:22][CH2:23][CH:24]2[CH2:29][CH2:28][O:27][CH2:26][CH2:25]2)=[CH:18][CH:19]=1. The catalyst class is: 18. (5) Reactant: [NH2:1][C:2]1[N:7]=[CH:6][CH:5]=[CH:4][N:3]=1.[CH2:8](OC(OCC)CBr)[CH3:9].Br. Product: [N:1]1[CH:8]=[CH:9][N:3]2[CH:4]=[CH:5][CH:6]=[N:7][C:2]=12. The catalyst class is: 8.